This data is from Full USPTO retrosynthesis dataset with 1.9M reactions from patents (1976-2016). The task is: Predict the reactants needed to synthesize the given product. (1) Given the product [Cl:3][C:4]1[CH:5]=[C:6]([O:25][CH2:27][CH2:28][C:29]2[CH:34]=[CH:33][CH:32]=[CH:31][CH:30]=2)[CH:7]=[CH:8][C:9]=1[CH:10]([CH3:24])[C:11]([C:16]1[CH:21]=[CH:20][N:19]=[C:18]([CH3:22])[CH:17]=1)([OH:23])[C:12]([F:15])([F:13])[F:14], predict the reactants needed to synthesize it. The reactants are: [H-].[Na+].[Cl:3][C:4]1[CH:5]=[C:6]([OH:25])[CH:7]=[CH:8][C:9]=1[CH:10]([CH3:24])[C:11]([OH:23])([C:16]1[CH:21]=[CH:20][N:19]=[C:18]([CH3:22])[CH:17]=1)[C:12]([F:15])([F:14])[F:13].Br[CH2:27][CH2:28][C:29]1[CH:34]=[CH:33][CH:32]=[CH:31][CH:30]=1. (2) The reactants are: N(C(OCC)=O)=NC(OCC)=O.[CH2:13]([OH:16])[C:14]#[CH:15].C1(P(C2C=CC=CC=2)C2C=CC=CC=2)C=CC=CC=1.O[N:37]1[C:41](=[O:42])[C:40]2=[CH:43][CH:44]=[CH:45][CH:46]=[C:39]2[C:38]1=[O:47]. Given the product [CH2:13]([O:16][N:37]1[C:41](=[O:42])[C:40]2[C:39](=[CH:46][CH:45]=[CH:44][CH:43]=2)[C:38]1=[O:47])[C:14]#[CH:15], predict the reactants needed to synthesize it. (3) Given the product [F:1][C:2]1[CH:3]=[C:4]([F:19])[C:5]2[O:9][C:8]([C:10]3[CH:11]=[CH:12][C:13]([OH:16])=[CH:14][CH:15]=3)=[CH:7][C:6]=2[CH:18]=1, predict the reactants needed to synthesize it. The reactants are: [F:1][C:2]1[CH:3]=[C:4]([F:19])[C:5]2[O:9][C:8]([C:10]3[CH:15]=[CH:14][C:13]([O:16]C)=[CH:12][CH:11]=3)=[CH:7][C:6]=2[CH:18]=1.Cl.N1C=CC=CC=1.